From a dataset of CYP3A4 inhibition data for predicting drug metabolism from PubChem BioAssay. Regression/Classification. Given a drug SMILES string, predict its absorption, distribution, metabolism, or excretion properties. Task type varies by dataset: regression for continuous measurements (e.g., permeability, clearance, half-life) or binary classification for categorical outcomes (e.g., BBB penetration, CYP inhibition). Dataset: cyp3a4_veith. (1) The molecule is O=C(O)/C=C1\CCCc2ccccc2[C@H]1O. The result is 0 (non-inhibitor). (2) The compound is CCCC[C@@H]1C[C@H]1C(NC(=O)c1ccccc1)c1ccc(C(=O)OC)cc1. The result is 1 (inhibitor). (3) The compound is CCc1cccc2c(C=C(C#N)C#N)cn(CC(=O)N3CCCCCC3)c12. The result is 1 (inhibitor). (4) The drug is O=C1C2C3c4ccccc4C(c4ccccc43)C2C(=O)N1c1nc(-c2ccccc2)cs1. The result is 0 (non-inhibitor). (5) The molecule is Cc1ccc(-n2c(=O)[nH]cc(C(=O)N3CCc4ccccc43)c2=O)cc1. The result is 0 (non-inhibitor). (6) The result is 0 (non-inhibitor). The compound is Nc1nc(Cl)cc(N2CCOCC2)n1. (7) The drug is O=C(NC(Cc1c[nH]c2ccccc12)c1nnc2n1CCCCC2)c1ccccc1Cl. The result is 1 (inhibitor). (8) The compound is N[C@@H](Cc1cccc([N+](=O)[O-])c1)C(=O)O. The result is 0 (non-inhibitor). (9) The drug is C#C[C@]1(O)CC[C@@H]2[C@H]3CCC4=Cc5oncc5C[C@]4(C)[C@@H]3CC[C@@]21C. The result is 1 (inhibitor). (10) The drug is Cc1ccc(S(=O)(=O)N/N=C/c2cccn2-c2ccc(Cl)cc2)cc1. The result is 1 (inhibitor).